Dataset: Reaction yield outcomes from USPTO patents with 853,638 reactions. Task: Predict the reaction yield, written as a fraction of the theoretical maximum amount of product (1.0 means a 100% yield; for example, 0.34 means a 34% yield). (1) The reactants are [CH2:1]([CH:8]1[C:14](=[O:15])[CH2:13][CH:12]2[CH2:16][CH:9]1[CH2:10][CH2:11]2)[C:2]1[CH:7]=[CH:6][CH:5]=[CH:4][N:3]=1.CC([O-])(C)C.[K+].C1COCC1.[N:28](OCCC(C)C)=[O:29].Cl. The catalyst is C1COCC1. The product is [CH2:1]([CH:8]1[C:14](=[O:15])[C:13](=[N:28][OH:29])[CH:12]2[CH2:16][CH:9]1[CH2:10][CH2:11]2)[C:2]1[CH:7]=[CH:6][CH:5]=[CH:4][N:3]=1. The yield is 0.410. (2) The catalyst is C(Cl)(Cl)Cl. The product is [Cl:11][C:12]1[S:13][C:14]([CH2:17][CH:1]2[N:6]3[CH2:5][N:4]4[CH2:10][N:8]([CH2:9][N:2]2[CH2:3]4)[CH2:7]3)=[CH:15][CH:16]=1. The reactants are [CH2:1]1[N:6]2[CH2:7][N:8]3[CH2:10][N:4]([CH2:5]2)[CH2:3][N:2]1[CH2:9]3.[Cl:11][C:12]1[S:13][C:14]([CH2:17]Cl)=[CH:15][CH:16]=1. The yield is 0.880. (3) The reactants are [H-].[Al+3].[Li+].[H-].[H-].[H-].[CH3:7][CH:8]1[CH2:13][N:12]2[N:14]=[C:15]([CH2:17][O:18][C:19]3[CH:24]=[CH:23][CH:22]=[CH:21][CH:20]=3)[CH:16]=[C:11]2[C:10](=O)[NH:9]1. The catalyst is C1COCC1.CCOC(C)=O. The product is [CH3:7][CH:8]1[CH2:13][N:12]2[N:14]=[C:15]([CH2:17][O:18][C:19]3[CH:24]=[CH:23][CH:22]=[CH:21][CH:20]=3)[CH:16]=[C:11]2[CH2:10][NH:9]1. The yield is 0.840.